Dataset: Catalyst prediction with 721,799 reactions and 888 catalyst types from USPTO. Task: Predict which catalyst facilitates the given reaction. Reactant: CC(C)([O-])C.[K+].[O:7]1[CH2:12][CH2:11][CH:10]([C@H:13]([OH:15])[CH3:14])[CH2:9][CH2:8]1.F[C:17]1[CH:24]=[CH:23][C:22]([C:25]2[N:30]=[C:29]([NH:31][C:32]3[CH:37]=[CH:36][C:35]([N:38]4[CH2:43][CH2:42][N:41]([CH:44]5[CH2:47][O:46][CH2:45]5)[CH2:40][CH2:39]4)=[CH:34][CH:33]=3)[N:28]=[CH:27][N:26]=2)=[CH:21][C:18]=1[C:19]#[N:20]. Product: [O:46]1[CH2:45][CH:44]([N:41]2[CH2:42][CH2:43][N:38]([C:35]3[CH:34]=[CH:33][C:32]([NH:31][C:29]4[N:28]=[CH:27][N:26]=[C:25]([C:22]5[CH:23]=[CH:24][C:17]([O:15][C@@H:13]([CH:10]6[CH2:11][CH2:12][O:7][CH2:8][CH2:9]6)[CH3:14])=[C:18]([CH:21]=5)[C:19]#[N:20])[N:30]=4)=[CH:37][CH:36]=3)[CH2:39][CH2:40]2)[CH2:47]1. The catalyst class is: 504.